Dataset: Forward reaction prediction with 1.9M reactions from USPTO patents (1976-2016). Task: Predict the product of the given reaction. (1) Given the reactants C(O[C:6](=O)[N:7]([C:9]1[CH:10]=[C:11]2[C:16](=[CH:17][CH:18]=1)[N:15]=[C:14]([C:19]1[CH:24]=[CH:23][CH:22]=[CH:21][C:20]=1[F:25])[N:13]=[C:12]2[N:26]1[C:34]2[CH:33]=[CH:32][N:31]=[CH:30][C:29]=2[CH:28]=[CH:27]1)C)(C)(C)C.Cl, predict the reaction product. The product is: [F:25][C:20]1[CH:21]=[CH:22][CH:23]=[CH:24][C:19]=1[C:14]1[N:13]=[C:12]([N:26]2[C:34]3[CH:33]=[CH:32][N:31]=[CH:30][C:29]=3[CH:28]=[CH:27]2)[C:11]2[C:16](=[CH:17][CH:18]=[C:9]([NH:7][CH3:6])[CH:10]=2)[N:15]=1. (2) Given the reactants [OH:1]/[N:2]=[C:3](/[C@@H:5]1[C@:21]2([CH3:22])[C@H:8]([C@H:9]3[C@H:18]([CH2:19][CH2:20]2)[C@:17]2([CH3:23])[C:12](=[CH:13][C:14](=[O:24])[CH2:15][CH2:16]2)[CH2:11][CH2:10]3)[CH2:7][CH2:6]1)\[CH3:4].[Na+].[C:26]([O-])(=[O:34])[CH:27]([CH2:31][CH2:32][CH3:33])[CH2:28][CH2:29][CH3:30].C(N(CC)C(C)C)(C)C.CCN=C=NCCCN(C)C, predict the reaction product. The product is: [CH3:23][C@:17]12[CH2:16][CH2:15][C:14](=[O:24])[CH:13]=[C:12]1[CH2:11][CH2:10][C@@H:9]1[C@@H:18]2[CH2:19][CH2:20][C@@:21]2([CH3:22])[C@H:8]1[CH2:7][CH2:6][C@@H:5]2/[C:3](=[N:2]/[O:1][C:26](=[O:34])[CH:27]([CH2:31][CH2:32][CH3:33])[CH2:28][CH2:29][CH3:30])/[CH3:4]. (3) Given the reactants B(C1CCCCC1)C1CCCCC1.[CH3:14][C:15]([CH3:19])([CH3:18])[C:16]#[CH:17].[Zn](CC)CC.[F:25][C:26]([F:36])([F:35])[C:27]1[CH:34]=[CH:33][C:30]([CH:31]=[O:32])=[CH:29][CH:28]=1, predict the reaction product. The product is: [CH3:14][C:15]([CH3:19])([CH3:18])[CH:16]=[CH:17][C@@H:31]([C:30]1[CH:29]=[CH:28][C:27]([C:26]([F:25])([F:35])[F:36])=[CH:34][CH:33]=1)[OH:32]. (4) The product is: [CH3:1][O:2][C:3](=[O:16])[CH2:4][C:5]1[CH:10]=[CH:9][CH:8]=[C:7]([O:11][CH2:12][CH2:13][CH2:14][NH:21][CH2:20][C:19]2[CH:22]=[CH:23][CH:24]=[C:25]([C:26]([F:27])([F:28])[F:29])[C:18]=2[Cl:17])[CH:6]=1. Given the reactants [CH3:1][O:2][C:3](=[O:16])[CH2:4][C:5]1[CH:10]=[CH:9][CH:8]=[C:7]([O:11][CH2:12][CH2:13][CH2:14]Br)[CH:6]=1.[Cl:17][C:18]1[C:25]([C:26]([F:29])([F:28])[F:27])=[CH:24][CH:23]=[CH:22][C:19]=1[CH2:20][NH2:21].C(=O)([O-])[O-].[K+].[K+], predict the reaction product. (5) The product is: [CH2:7]([O:8][N:9]1[C:15](=[O:16])[N:14]2[CH2:17][C@H:10]1[CH2:11][CH2:12][C@H:13]2[C:18]([NH:37][C:38]1[CH:43]=[CH:42][N:41]=[CH:40][CH:39]=1)=[O:20])[C:1]1[CH:2]=[CH:3][CH:4]=[CH:5][CH:6]=1. Given the reactants [C:1]1([CH2:7][O:8][N:9]2[C:15](=[O:16])[N:14]3[CH2:17][C@H:10]2[CH2:11][CH2:12][C@H:13]3[C:18]([OH:20])=O)[CH:6]=[CH:5][CH:4]=[CH:3][CH:2]=1.C(N(CC)CC)C.[I-].ClC1C=CC=C[N+]=1C.[NH2:37][C:38]1[CH:43]=[CH:42][N:41]=[CH:40][CH:39]=1, predict the reaction product. (6) Given the reactants [Cl:1][C:2]1[CH:11]=[CH:10][CH:9]=[C:8]2[C:3]=1[CH2:4][CH2:5][N:6]([C:12]([C:14]1[CH:15]=[C:16]3[C:21](=[CH:22][CH:23]=1)[N:20]1[C:24]([C:27]4[CH:32]=[CH:31][C:30]([O:33]C)=[CH:29][CH:28]=4)=[N:25][N:26]=[C:19]1[C:18](=[O:35])[NH:17]3)=[O:13])[CH2:7]2.B(Br)(Br)Br, predict the reaction product. The product is: [Cl:1][C:2]1[CH:11]=[CH:10][CH:9]=[C:8]2[C:3]=1[CH2:4][CH2:5][N:6]([C:12]([C:14]1[CH:15]=[C:16]3[C:21](=[CH:22][CH:23]=1)[N:20]1[C:24]([C:27]4[CH:32]=[CH:31][C:30]([OH:33])=[CH:29][CH:28]=4)=[N:25][N:26]=[C:19]1[C:18](=[O:35])[NH:17]3)=[O:13])[CH2:7]2. (7) Given the reactants Cl[C:2]1[CH2:6][C@H:5]([CH:7]2[CH2:11][CH2:10][CH2:9][CH2:8]2)[N:4]([C:12]2[CH:19]=[CH:18][C:15]([C:16]#[N:17])=[C:14]([CH3:20])[CH:13]=2)[N:3]=1.[CH3:21][O:22][C:23]1[N:31]=[C:30](B2OC(C)(C)C(C)(C)O2)[CH:29]=[CH:28][C:24]=1[C:25]([NH2:27])=[O:26], predict the reaction product. The product is: [C:16]([C:15]1[CH:18]=[CH:19][C:12]([N:4]2[C@@H:5]([CH:7]3[CH2:11][CH2:10][CH2:9][CH2:8]3)[CH2:6][C:2]([C:30]3[CH:29]=[CH:28][C:24]([C:25]([NH2:27])=[O:26])=[C:23]([O:22][CH3:21])[N:31]=3)=[N:3]2)=[CH:13][C:14]=1[CH3:20])#[N:17]. (8) Given the reactants [NH:1]1[CH2:5][CH2:4][CH2:3][CH2:2]1.C([O-])([O-])=O.[K+].[K+].Br[C:13]1[C:14](Cl)=[N:15][CH:16]=[C:17]([CH:32]=1)[C:18]([NH:20][C:21]1[CH:26]=[CH:25][C:24]([O:27][C:28]([F:31])([F:30])[F:29])=[CH:23][CH:22]=1)=[O:19].C([Sn](CCCC)(CCCC)C(OCC)=C)CCC.C(OCC)(=O)C(OCC)=O.C(O)(=O)C.O.[NH2:67][NH2:68].[H-].[H-].[H-].[H-].[Li+].[Al+3].[C@H:75](O)([C:81]([O-])=O)[C@@H:76](O)[C:77]([O-])=[O:78].[Na+].[K+], predict the reaction product. The product is: [OH:78][CH2:77][C:76]1[CH:75]=[C:81]([C:13]2[C:14]([N:1]3[CH2:5][CH2:4][CH2:3][CH2:2]3)=[N:15][CH:16]=[C:17]([CH:32]=2)[C:18]([NH:20][C:21]2[CH:26]=[CH:25][C:24]([O:27][C:28]([F:31])([F:30])[F:29])=[CH:23][CH:22]=2)=[O:19])[NH:68][N:67]=1. (9) Given the reactants [F:1][C:2]1[CH:7]=[CH:6][CH:5]=[CH:4][C:3]=1[S:8]([NH:11][C:12]1[CH:21]=[CH:20][C:19]2[CH2:18][CH2:17][CH:16]=[C:15]([CH3:22])[C:14]=2[C:13]=1[C:23]([O:25][CH3:26])=[O:24])(=[O:10])=[O:9], predict the reaction product. The product is: [F:1][C:2]1[CH:7]=[CH:6][CH:5]=[CH:4][C:3]=1[S:8]([NH:11][C:12]1[CH:21]=[CH:20][C:19]2[CH2:18][CH2:17][CH2:16][CH:15]([CH3:22])[C:14]=2[C:13]=1[C:23]([O:25][CH3:26])=[O:24])(=[O:10])=[O:9]. (10) Given the reactants [CH3:1][C:2]([CH3:21])([CH3:20])[C:3]([NH:5][C:6]1[C:15]([C:16]([O:18][CH3:19])=[O:17])=[C:14]2[C:9]([CH:10]=[CH:11][CH2:12][O:13]2)=[CH:8][CH:7]=1)=[O:4].Cl[C:23]([F:28])([F:27])C([O-])=O.[Na+], predict the reaction product. The product is: [CH3:1][C:2]([CH3:21])([CH3:20])[C:3]([NH:5][C:6]1[C:15]([C:16]([O:18][CH3:19])=[O:17])=[C:14]2[C:9]([CH:10]3[C:23]([F:28])([F:27])[CH:11]3[CH2:12][O:13]2)=[CH:8][CH:7]=1)=[O:4].